Dataset: Catalyst prediction with 721,799 reactions and 888 catalyst types from USPTO. Task: Predict which catalyst facilitates the given reaction. (1) Reactant: [C:1](Cl)(=[O:4])[CH:2]=[CH2:3].[Cl:6][C:7]1[C:8]([C:31]2[CH:32]=[N:33][N:34]3[CH:39]=[CH:38][CH:37]=[CH:36][C:35]=23)=[N:9][C:10]([NH:13][C:14]2[C:19]([O:20][CH3:21])=[CH:18][C:17]([N:22]3[CH2:26][CH2:25][C@H:24]([N:27]([CH3:29])[CH3:28])[CH2:23]3)=[C:16]([NH2:30])[CH:15]=2)=[N:11][CH:12]=1.CCN(C(C)C)C(C)C. Product: [Cl:6][C:7]1[C:8]([C:31]2[CH:32]=[N:33][N:34]3[CH:39]=[CH:38][CH:37]=[CH:36][C:35]=23)=[N:9][C:10]([NH:13][C:14]2[C:19]([O:20][CH3:21])=[CH:18][C:17]([N:22]3[CH2:26][CH2:25][C@H:24]([N:27]([CH3:29])[CH3:28])[CH2:23]3)=[C:16]([NH:30][C:1](=[O:4])[CH:2]=[CH2:3])[CH:15]=2)=[N:11][CH:12]=1. The catalyst class is: 2. (2) Reactant: [F:1][C:2]([F:19])([F:18])[CH2:3][CH2:4][CH2:5][O:6][C:7]1[CH:17]=[CH:16][C:10]([C:11]([O:13]CC)=[O:12])=[CH:9][CH:8]=1.[Li+].[OH-].CCO. Product: [F:1][C:2]([F:18])([F:19])[CH2:3][CH2:4][CH2:5][O:6][C:7]1[CH:17]=[CH:16][C:10]([C:11]([OH:13])=[O:12])=[CH:9][CH:8]=1. The catalyst class is: 20. (3) Reactant: Cl[CH2:2][C:3](=[O:5])[CH3:4].[CH2:6]([O:13][C:14](=[O:31])[CH2:15][C:16]([C:18]1[CH:23]=[CH:22][C:21]([O:24][CH2:25][C:26]([O:28][CH2:29][CH3:30])=[O:27])=[CH:20][CH:19]=1)=[O:17])[C:7]1[CH:12]=[CH:11][CH:10]=[CH:9][CH:8]=1.C(=O)([O-])[O-].[K+].[K+].[I-].[K+]. Product: [CH2:6]([O:13][C:14](=[O:31])[CH:15]([C:16](=[O:17])[C:18]1[CH:19]=[CH:20][C:21]([O:24][CH2:25][C:26]([O:28][CH2:29][CH3:30])=[O:27])=[CH:22][CH:23]=1)[CH2:2][C:3](=[O:5])[CH3:4])[C:7]1[CH:12]=[CH:11][CH:10]=[CH:9][CH:8]=1. The catalyst class is: 283. (4) Reactant: [C:1]([C:4]1[CH:5]=[C:6]([Cl:20])[N:7]2[CH2:12][CH2:11][N:10]([C:13]([O:15][C:16]([CH3:19])([CH3:18])[CH3:17])=[O:14])[CH2:9][C:8]=12)(=[O:3])[NH2:2].C(OCC)(=O)C.[Br:27]N1C(=O)CCC1=O.O. Product: [Br:27][C:5]1[C:4]([C:1](=[O:3])[NH2:2])=[C:8]2[CH2:9][N:10]([C:13]([O:15][C:16]([CH3:17])([CH3:19])[CH3:18])=[O:14])[CH2:11][CH2:12][N:7]2[C:6]=1[Cl:20]. The catalyst class is: 4. (5) Reactant: [C:1]([NH:9][C:10]1[C:18]2[C:13](=[N:14][CH:15]=[CH:16][C:17]=2[N:19]2[CH2:24][CH2:23][N:22]([C:25](=[O:35])[CH2:26][NH:27]C(=O)OC(C)(C)C)[CH2:21][CH2:20]2)[NH:12][CH:11]=1)(=[O:8])[C:2]1[CH:7]=[CH:6][CH:5]=[N:4][CH:3]=1.C(O)(C(F)(F)F)=O. Product: [NH2:27][CH2:26][C:25]([N:22]1[CH2:21][CH2:20][N:19]([C:17]2[CH:16]=[CH:15][N:14]=[C:13]3[NH:12][CH:11]=[C:10]([NH:9][C:1](=[O:8])[C:2]4[CH:7]=[CH:6][CH:5]=[N:4][CH:3]=4)[C:18]=23)[CH2:24][CH2:23]1)=[O:35]. The catalyst class is: 2. (6) Reactant: [C:1]([OH:7])([C:3]([F:6])([F:5])[F:4])=[O:2].C(OC(N1[C@H](C2NC3C=C([C:30]4[CH:31]=[C:32]5[C:37](=[CH:38][CH:39]=4)[N:36]=[C:35](C4NC([C@@H]6C[C@@H]7[C@@H](C7)N6C(OC(C)(C)C)=O)=NC=4)[CH:34]=[N:33]5)C=CC=3N=2)C[C@@H]2[C@H]1C2)=O)(C)(C)C. Product: [C:1]([OH:7])([C:3]([F:6])([F:5])[F:4])=[O:2].[N:33]1[C:32]2[C:37](=[CH:38][CH:39]=[CH:30][CH:31]=2)[N:36]=[CH:35][CH:34]=1. The catalyst class is: 2.